From a dataset of Full USPTO retrosynthesis dataset with 1.9M reactions from patents (1976-2016). Predict the reactants needed to synthesize the given product. (1) Given the product [C:1]([O:5][C:6](=[O:22])[N:7]([CH2:9][C@H:10]1[CH2:15][CH2:14][C@H:13]([CH2:16][CH2:17][CH2:18][CH2:19][CH2:20][Br:21])[CH2:12][CH2:11]1)[CH3:8])([CH3:2])([CH3:4])[CH3:3], predict the reactants needed to synthesize it. The reactants are: [C:1]([O:5][C:6](=[O:22])[N:7]([CH2:9][CH:10]1[CH2:15][CH2:14][CH:13](/[CH:16]=[CH:17]\[CH2:18][CH2:19][CH2:20][Br:21])[CH2:12][CH2:11]1)[CH3:8])([CH3:4])([CH3:3])[CH3:2].[H][H]. (2) Given the product [NH2:36][C:22]1[N:23]=[CH:24][C:25]([C:8]2[CH:7]=[N:6][N:5]([CH2:4][C:3]([OH:2])=[O:11])[CH:9]=2)=[CH:26][C:21]=1[C:13]1[S:12][C:16]2[CH:17]=[CH:18][CH:19]=[CH:20][C:15]=2[N:14]=1, predict the reactants needed to synthesize it. The reactants are: C[O:2][C:3](=[O:11])[CH2:4][N:5]1[CH:9]=[C:8](I)[CH:7]=[N:6]1.[S:12]1[C:16]2[CH:17]=[CH:18][CH:19]=[CH:20][C:15]=2[N:14]=[C:13]1[C:21]1[C:22]([NH2:36])=[N:23][CH:24]=[C:25](B2OC(C)(C)C(C)(C)O2)[CH:26]=1.[F-].[K+]. (3) Given the product [Cl:9][C:10]1[CH:36]=[CH:35][C:34]([Cl:37])=[CH:33][C:11]=1[C:12]1[N:46]([C:43]2[CH:44]=[CH:45][C:40]([O:39][CH3:38])=[CH:41][CH:42]=2)[C:16]([C:17]2[CH:22]=[CH:21][C:20]([O:23][CH2:24][CH2:25][CH2:26][CH2:27][CH2:28][CH2:29][CH2:30][CH3:31])=[CH:19][CH:18]=2)=[N:15][N:14]=1, predict the reactants needed to synthesize it. The reactants are: C(Cl)Cl.CN(C=O)C.[Cl:9][C:10]1[CH:36]=[CH:35][C:34]([Cl:37])=[CH:33][C:11]=1[C:12]([NH:14][NH:15][C:16](=O)[C:17]1[CH:22]=[CH:21][C:20]([O:23][CH2:24][CH2:25][CH2:26][CH2:27][CH2:28][CH2:29][CH2:30][CH3:31])=[CH:19][CH:18]=1)=O.[CH3:38][O:39][C:40]1[CH:45]=[CH:44][C:43]([NH2:46])=[CH:42][CH:41]=1.P(Cl)(Cl)Cl. (4) Given the product [NH2:18][C:19]1[N:20]([CH3:37])[C:21](=[O:36])[C:22]2([N:35]=1)[C:31]1[C:26](=[CH:27][CH:28]=[C:29]([C:5]3[CH:6]=[CH:7][CH:8]=[C:3]([O:2][CH3:1])[CH:4]=3)[CH:30]=1)[CH2:25][C:24]([CH3:33])([CH3:34])[CH2:23]2, predict the reactants needed to synthesize it. The reactants are: [CH3:1][O:2][C:3]1[CH:4]=[C:5](B(O)O)[CH:6]=[CH:7][CH:8]=1.C(=O)([O-])[O-].[Na+].[Na+].[NH2:18][C:19]1[N:20]([CH3:37])[C:21](=[O:36])[C:22]2([N:35]=1)[C:31]1[C:26](=[CH:27][CH:28]=[C:29](Br)[CH:30]=1)[CH2:25][C:24]([CH3:34])([CH3:33])[CH2:23]2. (5) Given the product [C:68]1([C:69]2[CH:70]=[CH:71][CH:72]=[CH:73][CH:74]=2)[CH:57]=[CH:58][C:59]([C@H:60]([NH:2][C:1](=[O:8])[O:3][C:4]([CH3:7])([CH3:6])[CH3:5])[CH2:65][OH:19])=[CH:76][CH:77]=1, predict the reactants needed to synthesize it. The reactants are: [C:1](=[O:8])([O:3][C:4]([CH3:7])([CH3:6])[CH3:5])[NH2:2].[OH-].[Na+].ClN1C(C)(C)C(=[O:19])N(Cl)C1=O.CC[C@H]1[C@H:60]2[CH2:59][C@H:58]([C@H:57](OC3C4C(=CC=CC=4)C(O[C@H:57]([C:68]4[CH:77]=[CH:76]N=[C:74]5[C:69]=4[CH:70]=[C:71](OC)[CH:72]=[CH:73]5)[C@@H:58]4N5C[C@H:65](CC)[C@@H:60](CC5)[CH2:59]4)=NN=3)[C:68]3[CH:77]=[CH:76]N=[C:70]4[C:69]=3[CH:74]=[C:73](OC)[CH:72]=[CH:71]4)N(C[CH2:65]2)C1.C(C1C=CC=CC=1C1C=CC=CC=1)=C. (6) Given the product [CH3:1][O:2][C:3]1[CH:8]=[CH:7][C:6]([C:9]2[N:10]=[N:11][S:12][CH:13]=2)=[CH:5][C:4]=1[CH:14]=[O:15], predict the reactants needed to synthesize it. The reactants are: [CH3:1][O:2][C:3]1[CH:8]=[CH:7][C:6]([C:9]2[N:10]=[N:11][S:12][CH:13]=2)=[CH:5][CH:4]=1.[CH3:14][O:15]C(Cl)Cl.C(=O)(O)[O-].[Na+]. (7) Given the product [C@H:5]([OH:6])([C@H:3]([OH:4])[C:2]([OH:14])=[O:1])[C@H:7]([OH:8])[C@@H:9]([OH:10])[C:11]([OH:13])=[O:12], predict the reactants needed to synthesize it. The reactants are: [O:1]=[CH:2][C@@H:3]([C@H:5]([C@H:7]([C@@H:9]([C:11]([OH:13])=[O:12])[OH:10])[OH:8])[OH:6])[OH:4].[O:14]=C[C@@H]([C@H]([C@H]([C@@H](C(O)=O)O)O)O)O.O=C[C@@H]([C@H]([C@H]([C@@H](C(O)=O)O)O)O)O.